Dataset: Reaction yield outcomes from USPTO patents with 853,638 reactions. Task: Predict the reaction yield, written as a fraction of the theoretical maximum amount of product (1.0 means a 100% yield; for example, 0.34 means a 34% yield). The reactants are [CH:1]1([CH2:7][C:8]2[N:9]=[C:10]([NH2:13])[S:11][CH:12]=2)[CH2:6][CH2:5][CH2:4][CH2:3][CH2:2]1.C1C(=O)N([Br:21])C(=O)C1. The catalyst is CC#N.C([O-])(O)=O.[Na+]. The product is [Br:21][C:12]1[S:11][C:10]([NH2:13])=[N:9][C:8]=1[CH2:7][CH:1]1[CH2:2][CH2:3][CH2:4][CH2:5][CH2:6]1. The yield is 0.810.